Dataset: Forward reaction prediction with 1.9M reactions from USPTO patents (1976-2016). Task: Predict the product of the given reaction. (1) Given the reactants [C:1]([O:8][C:9]([CH3:12])([CH3:11])[CH3:10])(=[O:7])[CH2:2][C:3]([O:5][CH3:6])=[O:4].Br[CH2:14][CH2:15]Cl.C(=O)([O-])[O-].[K+].[K+].F[B-](F)(F)F.C(N1C=C[N+](C)=C1)CCC, predict the reaction product. The product is: [C:2]1([C:3]([O:5][CH3:6])=[O:4])([C:1]([O:8][C:9]([CH3:12])([CH3:11])[CH3:10])=[O:7])[CH2:15][CH2:14]1. (2) Given the reactants O=[C:2]([CH3:16])[CH2:3][CH:4]([C:10](=[O:15])[C:11]([F:14])([F:13])[F:12])[C:5]([O:7][CH2:8][CH3:9])=[O:6].C1(C)C=CC(S(O)(=O)=O)=CC=1, predict the reaction product. The product is: [CH3:16][C:2]1[O:15][C:10]([C:11]([F:14])([F:13])[F:12])=[C:4]([C:5]([O:7][CH2:8][CH3:9])=[O:6])[CH:3]=1. (3) Given the reactants Br[C:2]1[S:6][C:5]([C:7]2[CH:15]=[CH:14][C:10]([C:11]([OH:13])=[O:12])=[CH:9][CH:8]=2)=[CH:4][CH:3]=1.[F:16][C:17]1[CH:22]=[C:21]([O:23][CH3:24])[CH:20]=[CH:19][C:18]=1B(O)O, predict the reaction product. The product is: [F:16][C:17]1[CH:22]=[C:21]([O:23][CH3:24])[CH:20]=[CH:19][C:18]=1[C:2]1[S:6][C:5]([C:7]2[CH:15]=[CH:14][C:10]([C:11]([OH:13])=[O:12])=[CH:9][CH:8]=2)=[CH:4][CH:3]=1. (4) Given the reactants [CH2:1]1[O:5][C:4]2[CH:6]=[C:7]([CH:10]=[O:11])[CH:8]=[CH:9][C:3]=2[O:2]1.[H][H], predict the reaction product. The product is: [CH2:10]([OH:11])[C:7]1[CH:8]=[CH:9][C:3]2[O:2][CH2:1][O:5][C:4]=2[CH:6]=1. (5) Given the reactants Cl.[CH:2]([N:5]([C@@H:32]1[CH2:37][CH2:36][CH2:35][NH:34][CH2:33]1)[C:6]([C:8]1[C:9]([C:28]([F:31])([F:30])[F:29])=[CH:10][C:11]2[O:16][C:15]([CH3:18])([CH3:17])[C:14](=[O:19])[N:13]([CH2:20][CH2:21][NH:22][C:23](=[O:26])[CH2:24][CH3:25])[C:12]=2[CH:27]=1)=[O:7])([CH3:4])[CH3:3].[C:38](=[O:41])([O-:40])[O-:39].[K+].[K+].CN(C=O)C, predict the reaction product. The product is: [CH:2]([N:5]([C@@H:32]1[CH2:37][CH2:36][CH2:35][N:34]([CH2:6][C:8]2[O:41][C:38](=[O:40])[O:39][C:27]=2[CH3:12])[CH2:33]1)[C:6]([C:8]1[C:9]([C:28]([F:30])([F:29])[F:31])=[CH:10][C:11]2[O:16][C:15]([CH3:17])([CH3:18])[C:14](=[O:19])[N:13]([CH2:20][CH2:21][NH:22][C:23](=[O:26])[CH2:24][CH3:25])[C:12]=2[CH:27]=1)=[O:7])([CH3:3])[CH3:4]. (6) The product is: [Cl:15][C:16]1[N:21]=[C:20]([Cl:22])[CH:19]=[C:18]([CH2:2][CH2:3][C:4]2[CH:9]=[CH:8][CH:7]=[CH:6][CH:5]=2)[N:17]=1. Given the reactants Br[CH2:2][CH2:3][C:4]1[CH:9]=[CH:8][CH:7]=[CH:6][CH:5]=1.C([Li])(C)(C)C.[Cl:15][C:16]1[N:21]=[C:20]([Cl:22])[CH:19]=[CH:18][N:17]=1, predict the reaction product. (7) The product is: [C:15]([O:14][C:12]([N:7]1[CH2:8][CH2:9][C:10]2[S:2][CH:3]=[CH:4][C:5]=2[CH2:6]1)=[O:13])([CH3:18])([CH3:17])[CH3:16]. Given the reactants Cl.[S:2]1[C:10]2[CH2:9][CH2:8][NH:7][CH2:6][C:5]=2[CH:4]=[CH:3]1.[K].[C:12](O[C:12]([O:14][C:15]([CH3:18])([CH3:17])[CH3:16])=[O:13])([O:14][C:15]([CH3:18])([CH3:17])[CH3:16])=[O:13], predict the reaction product.